This data is from Forward reaction prediction with 1.9M reactions from USPTO patents (1976-2016). The task is: Predict the product of the given reaction. (1) Given the reactants [CH3:1][C:2]1[S:3][CH:4]=[C:5]([C:7]([OH:9])=O)[N:6]=1.C(Cl)Cl.C(N1C=CN=C1)(N1C=CN=C1)=O.Cl.[CH3:26][NH:27][O:28][CH3:29], predict the reaction product. The product is: [CH3:29][O:28][N:27]([CH3:26])[C:7]([C:5]1[N:6]=[C:2]([CH3:1])[S:3][CH:4]=1)=[O:9]. (2) Given the reactants CC(OC(/N=N/C(OC(C)C)=O)=O)C.[F:15][C:16]([F:32])([F:31])[C:17]1[CH:18]=[CH:19][C:20]([C:23]2[N:28]=[CH:27][N:26]=[C:25]([CH2:29]O)[CH:24]=2)=[N:21][CH:22]=1.C1C=CC(P(C2C=CC=CC=2)C2C=CC=CC=2)=CC=1.[C:52]1(=[O:62])[C:60]2[C:55](=[CH:56][CH:57]=[CH:58][CH:59]=2)[C:54](=[O:61])[NH:53]1, predict the reaction product. The product is: [F:15][C:16]([F:32])([F:31])[C:17]1[CH:18]=[CH:19][C:20]([C:23]2[N:28]=[CH:27][N:26]=[C:25]([CH2:29][N:53]3[C:54](=[O:61])[C:55]4[C:60](=[CH:59][CH:58]=[CH:57][CH:56]=4)[C:52]3=[O:62])[CH:24]=2)=[N:21][CH:22]=1. (3) The product is: [ClH:1].[Cl:1][C:2]1[C:11]([Cl:12])=[CH:10][CH:9]=[C:8]2[C:3]=1[CH:4]=[CH:5][N:6]([CH2:14][CH:15]1[CH2:20][CH2:19][NH:18][CH2:17][CH2:16]1)[C:7]2=[O:13]. Given the reactants [Cl:1][C:2]1[C:11]([Cl:12])=[CH:10][CH:9]=[C:8]2[C:3]=1[CH:4]=[CH:5][N:6]([CH2:14][CH:15]1[CH2:20][CH2:19][N:18](C(OC(C)(C)C)=O)[CH2:17][CH2:16]1)[C:7]2=[O:13].Cl, predict the reaction product. (4) Given the reactants [Cl:1][C:2]1[CH:7]=[CH:6][C:5]([CH:8]2[C:13]3[N:14]4[N:19]=[C:18]([CH3:20])[S:17][C:15]4=[N:16][C:12]=3[CH2:11][CH2:10][N:9]2[C:21](=[O:32])[CH2:22][O:23][C:24]2[C:25]([Cl:31])=[N:26][C:27](I)=[CH:28][CH:29]=2)=[C:4]([F:33])[CH:3]=1.[F:34][C:35]1([F:39])[CH2:38][NH:37][CH2:36]1, predict the reaction product. The product is: [Cl:1][C:2]1[CH:7]=[CH:6][C:5]([CH:8]2[C:13]3[N:14]4[N:19]=[C:18]([CH3:20])[S:17][C:15]4=[N:16][C:12]=3[CH2:11][CH2:10][N:9]2[C:21](=[O:32])[CH2:22][O:23][C:24]2[C:25]([Cl:31])=[N:26][C:27]([N:37]3[CH2:38][C:35]([F:39])([F:34])[CH2:36]3)=[CH:28][CH:29]=2)=[C:4]([F:33])[CH:3]=1. (5) Given the reactants [Cl:1][C:2]1[C:3]([S:21](=[O:24])(=[O:23])[NH2:22])=[N:4][CH:5]=[C:6]([C:10]=1[NH:11][C:12]1([C:15]2[CH:20]=[CH:19][CH:18]=[CH:17][CH:16]=2)[CH2:14][CH2:13]1)[C:7]([OH:9])=O.Cl.[F:26][C:27]1[CH:32]=[CH:31][C:30]([C:33]2([O:39][CH3:40])[CH2:38][CH2:37][NH:36][CH2:35][CH2:34]2)=[CH:29][CH:28]=1, predict the reaction product. The product is: [Cl:1][C:2]1[C:3]([S:21]([NH2:22])(=[O:24])=[O:23])=[N:4][CH:5]=[C:6]([C:7]([N:36]2[CH2:35][CH2:34][C:33]([C:30]3[CH:29]=[CH:28][C:27]([F:26])=[CH:32][CH:31]=3)([O:39][CH3:40])[CH2:38][CH2:37]2)=[O:9])[C:10]=1[NH:11][C:12]1([C:15]2[CH:16]=[CH:17][CH:18]=[CH:19][CH:20]=2)[CH2:13][CH2:14]1.